From a dataset of Catalyst prediction with 721,799 reactions and 888 catalyst types from USPTO. Predict which catalyst facilitates the given reaction. (1) The catalyst class is: 22. Reactant: [CH2:1]([O:3][C:4]([C:6]1[C:10]([C:11]2[CH:16]=[CH:15][CH:14]=[CH:13][C:12]=2[F:17])=[CH:9][S:8][C:7]=1[NH2:18])=[O:5])[CH3:2].C(N(CC)CC)C.[F:26][C:27]([F:38])([F:37])[C:28](O[C:28](=[O:29])[C:27]([F:38])([F:37])[F:26])=[O:29].O. Product: [CH2:1]([O:3][C:4]([C:6]1[C:10]([C:11]2[CH:16]=[CH:15][CH:14]=[CH:13][C:12]=2[F:17])=[CH:9][S:8][C:7]=1[NH:18][C:28](=[O:29])[C:27]([F:38])([F:37])[F:26])=[O:5])[CH3:2]. (2) Reactant: [C:1]([CH2:3][C:4]1[C:13]2[C:8](=[CH:9][C:10]([O:16][CH3:17])=[C:11]([O:14][CH3:15])[CH:12]=2)[N:7]=[CH:6][C:5]=1[C:18]#[N:19])#[N:2].[ClH:20]. Product: [Cl:20][C:1]1[CH:3]=[C:4]2[C:5](=[C:18]([NH2:19])[N:2]=1)[CH:6]=[N:7][C:8]1[CH:9]=[C:10]([O:16][CH3:17])[C:11]([O:14][CH3:15])=[CH:12][C:13]2=1. The catalyst class is: 22. (3) Reactant: [Cl:1][C:2]1[CH:3]=[CH:4][C:5]2[N:11]3[CH:12]=[CH:13][CH:14]=[C:10]3[C@@H:9]([CH2:15][CH2:16][C:17](=O)[CH2:18][C:19](OCC)=[O:20])[O:8][C@H:7]([C:25]3[CH:30]=[CH:29][CH:28]=[C:27]([O:31][CH3:32])[C:26]=3[O:33][CH3:34])[C:6]=2[CH:35]=1.Cl.[NH:37]([CH2:39][C:40]([OH:42])=[O:41])[NH2:38].[CH2:43](N(CC)CC)[CH3:44].C(Cl)(Cl)Cl. Product: [Cl:1][C:2]1[CH:3]=[CH:4][C:5]2[N:11]3[CH:12]=[CH:13][CH:14]=[C:10]3[C@@H:9]([CH2:15][CH2:16][C:17]3[CH2:18][C:19](=[O:20])[N:37]([CH2:39][C:40]([O:42][CH2:43][CH3:44])=[O:41])[N:38]=3)[O:8][C@H:7]([C:25]3[CH:30]=[CH:29][CH:28]=[C:27]([O:31][CH3:32])[C:26]=3[O:33][CH3:34])[C:6]=2[CH:35]=1. The catalyst class is: 40. (4) Reactant: [H-].[Al+3].[Li+].[H-].[H-].[H-].[Cl:7][C:8]1[N:13]=[C:12]2[CH:14]=[C:15]([C:26](OC)=[O:27])[N:16]([S:17]([C:20]3[CH:25]=[CH:24][CH:23]=[CH:22][CH:21]=3)(=[O:19])=[O:18])[C:11]2=[CH:10][CH:9]=1. Product: [Cl:7][C:8]1[N:13]=[C:12]2[CH:14]=[C:15]([CH2:26][OH:27])[N:16]([S:17]([C:20]3[CH:25]=[CH:24][CH:23]=[CH:22][CH:21]=3)(=[O:19])=[O:18])[C:11]2=[CH:10][CH:9]=1. The catalyst class is: 7. (5) Reactant: Cl.[NH2:2][C:3]1[C:4]([C:21]2[O:25][C:24]([C:26]3[CH:31]=[CH:30][C:29]([C@H:32]([NH:37]S(C(C)(C)C)=O)[C:33]([F:36])([F:35])[F:34])=[CH:28][CH:27]=3)=[N:23][N:22]=2)=[N:5][C:6]([C:9]2[CH:14]=[CH:13][C:12]([S:15]([CH:18]([CH3:20])[CH3:19])(=[O:17])=[O:16])=[CH:11][CH:10]=2)=[CH:7][N:8]=1. Product: [NH2:37][C@@H:32]([C:29]1[CH:30]=[CH:31][C:26]([C:24]2[O:25][C:21]([C:4]3[C:3]([NH2:2])=[N:8][CH:7]=[C:6]([C:9]4[CH:14]=[CH:13][C:12]([S:15]([CH:18]([CH3:19])[CH3:20])(=[O:17])=[O:16])=[CH:11][CH:10]=4)[N:5]=3)=[N:22][N:23]=2)=[CH:27][CH:28]=1)[C:33]([F:34])([F:35])[F:36]. The catalyst class is: 5.